This data is from Full USPTO retrosynthesis dataset with 1.9M reactions from patents (1976-2016). The task is: Predict the reactants needed to synthesize the given product. (1) The reactants are: [CH:1]1([C@H:7]([NH:12][C:13]([C:15]2[S:16][C:17]([C:32]3[CH:37]=[CH:36][C:35]([O:38][C:39]([F:42])([F:41])[F:40])=[CH:34][CH:33]=3)=[CH:18][C:19]=2[NH:20][C:21]([NH:23][C:24]2[C:29]([Cl:30])=[CH:28][CH:27]=[CH:26][C:25]=2[Cl:31])=[O:22])=[O:14])[C:8]([O:10]C)=[O:9])[CH2:6][CH2:5][CH2:4][CH2:3][CH2:2]1.[OH-].[Li+]. Given the product [CH:1]1([C@H:7]([NH:12][C:13]([C:15]2[S:16][C:17]([C:32]3[CH:37]=[CH:36][C:35]([O:38][C:39]([F:40])([F:41])[F:42])=[CH:34][CH:33]=3)=[CH:18][C:19]=2[NH:20][C:21]([NH:23][C:24]2[C:29]([Cl:30])=[CH:28][CH:27]=[CH:26][C:25]=2[Cl:31])=[O:22])=[O:14])[C:8]([OH:10])=[O:9])[CH2:6][CH2:5][CH2:4][CH2:3][CH2:2]1, predict the reactants needed to synthesize it. (2) Given the product [F:24][C:21]1[CH:22]=[CH:23][C:18]([C:16]([C:4]2[N:3]=[C:2]([NH:40][C:37]3[CH:36]=[C:35]([CH3:34])[NH:39][N:38]=3)[C:11]3[C:6](=[CH:7][C:8]([C:12]([F:13])([F:14])[F:15])=[CH:9][CH:10]=3)[N:5]=2)=[O:17])=[CH:19][CH:20]=1, predict the reactants needed to synthesize it. The reactants are: Cl[C:2]1[C:11]2[C:6](=[CH:7][C:8]([C:12]([F:15])([F:14])[F:13])=[CH:9][CH:10]=2)[N:5]=[C:4]([C:16]([C:18]2[CH:23]=[CH:22][C:21]([F:24])=[CH:20][CH:19]=2)=[O:17])[N:3]=1.CCN(C(C)C)C(C)C.[CH3:34][C:35]1[NH:39][N:38]=[C:37]([NH2:40])[CH:36]=1.[I-].[K+]. (3) The reactants are: [CH3:1][O:2][C:3](=[O:44])[CH:4]([NH:33]C(OCC1C=CC=CC=1)=O)[CH2:5][C:6]1[CH:11]=[CH:10][C:9]([N:12]2[CH2:17][CH2:16][CH:15]([CH2:18][N:19]([C:26]([O:28][C:29]([CH3:32])([CH3:31])[CH3:30])=[O:27])[C:20]3[CH:25]=[CH:24][CH:23]=[CH:22][N:21]=3)[CH2:14][CH2:13]2)=[CH:8][CH:7]=1. Given the product [CH3:1][O:2][C:3](=[O:44])[CH:4]([NH2:33])[CH2:5][C:6]1[CH:11]=[CH:10][C:9]([N:12]2[CH2:17][CH2:16][CH:15]([CH2:18][N:19]([C:26]([O:28][C:29]([CH3:30])([CH3:31])[CH3:32])=[O:27])[C:20]3[CH:25]=[CH:24][CH:23]=[CH:22][N:21]=3)[CH2:14][CH2:13]2)=[CH:8][CH:7]=1, predict the reactants needed to synthesize it. (4) The reactants are: [Br:1][C:2]1[CH:6]=[C:5]([C:7]([OH:9])=O)[N:4]([C:10]2[CH:15]=[CH:14][CH:13]=[CH:12][C:11]=2[Cl:16])[N:3]=1.[NH2:17][C:18]1[C:26]([CH3:27])=[CH:25][C:24]([Cl:28])=[CH:23][C:19]=1[C:20](O)=[O:21].N1C=CC=C(C)C=1.CS(Cl)(=O)=O. Given the product [Br:1][C:2]1[CH:6]=[C:5]([C:7]2[O:9][C:20](=[O:21])[C:19]3[CH:23]=[C:24]([Cl:28])[CH:25]=[C:26]([CH3:27])[C:18]=3[N:17]=2)[N:4]([C:10]2[CH:15]=[CH:14][CH:13]=[CH:12][C:11]=2[Cl:16])[N:3]=1, predict the reactants needed to synthesize it. (5) Given the product [NH3:3].[CH3:40][OH:42].[CH3:18][C:11]1([CH3:19])[CH2:10][C@H:9]([NH:8][C:6]2[C:5]([F:20])=[CH:4][N:3]=[C:2]([NH:21][C:22]3[CH:23]=[CH:24][C:25]([N:30]4[CH2:35][CH2:34][N:33]([CH:36]([CH3:38])[CH3:37])[CH2:32][CH2:31]4)=[C:26]([CH:29]=3)[C:27]#[N:28])[N:7]=2)[CH2:17][C@H:16]2[N:12]1[CH2:13][CH2:14][CH2:15]2, predict the reactants needed to synthesize it. The reactants are: Cl[C:2]1[N:7]=[C:6]([NH:8][C@@H:9]2[CH2:17][C@H:16]3[N:12]([CH2:13][CH2:14][CH2:15]3)[C:11]([CH3:19])([CH3:18])[CH2:10]2)[C:5]([F:20])=[CH:4][N:3]=1.[NH2:21][C:22]1[CH:23]=[CH:24][C:25]([N:30]2[CH2:35][CH2:34][N:33]([CH:36]([CH3:38])[CH3:37])[CH2:32][CH2:31]2)=[C:26]([CH:29]=1)[C:27]#[N:28].C[CH:40]([OH:42])C.